Dataset: KCNQ2 potassium channel screen with 302,405 compounds. Task: Binary Classification. Given a drug SMILES string, predict its activity (active/inactive) in a high-throughput screening assay against a specified biological target. (1) The compound is S(c1n2c(n(C3CCCC3)c(=O)c3c2cccc3)nn1)CC(=O)N1CC(CCC1)C. The result is 0 (inactive). (2) The drug is S(=O)(=O)(N1CCN(CC1)c1n(c2c(n1)cccc2)CC)c1c(cccc1)C(F)(F)F. The result is 0 (inactive). (3) The compound is S(=O)(=O)(Nc1ncccn1)c1ccc(NC(=S)Nc2c(ccc(c2)C)C)cc1. The result is 0 (inactive). (4) The drug is S1(=O)(=O)N=C(NCCCOC(=O)/C=C\c2ccccc2)c2c1cccc2. The result is 0 (inactive). (5) The drug is O(CCCNC1=NCCCCC1)CCCC. The result is 0 (inactive). (6) The molecule is ClCC(=O)/C(=C/Nc1ccccc1)C#N. The result is 0 (inactive). (7) The compound is S(c1ccc(NC(=O)COC(=O)CCCC)cc1)C(F)F. The result is 0 (inactive).